This data is from Reaction yield outcomes from USPTO patents with 853,638 reactions. The task is: Predict the reaction yield, written as a fraction of the theoretical maximum amount of product (1.0 means a 100% yield; for example, 0.34 means a 34% yield). (1) The reactants are [O:1]=[S:2]1(=[O:16])[CH2:7][CH2:6][N:5]([CH2:8][C:9]2[CH:15]=[CH:14][C:12]([NH2:13])=[CH:11][CH:10]=2)[CH2:4][CH2:3]1.[CH3:17][C:18]1([CH3:34])[C:22]([CH3:24])([CH3:23])[O:21][B:20]([C:25]2[CH:33]=[CH:32][C:28]([C:29](O)=[O:30])=[CH:27][CH:26]=2)[O:19]1.CN(C(ON1N=NC2C=CC=CC1=2)=[N+](C)C)C.F[P-](F)(F)(F)(F)F.CN1CCOCC1. The catalyst is CN(C=O)C.O. The product is [O:16]=[S:2]1(=[O:1])[CH2:3][CH2:4][N:5]([CH2:8][C:9]2[CH:15]=[CH:14][C:12]([NH:13][C:29](=[O:30])[C:28]3[CH:27]=[CH:26][C:25]([B:20]4[O:21][C:22]([CH3:23])([CH3:24])[C:18]([CH3:34])([CH3:17])[O:19]4)=[CH:33][CH:32]=3)=[CH:11][CH:10]=2)[CH2:6][CH2:7]1. The yield is 0.890. (2) The reactants are [OH:1][C:2]1[CH:3]=[CH:4][C:5]2[C:9]([C:10]([O-:12])=[O:11])=[C:8]([CH3:13])[S:7][C:6]=2[CH:14]=1.Cl[C:16]1[CH:21]=[CH:20][N:19]=[C:18]2[CH:22]=[C:23]([C:25]([N:27]3[CH2:31][CH2:30][C@@H:29]([O:32][CH3:33])[CH2:28]3)=[O:26])[S:24][C:17]=12.[C:34]([O-])([O-])=O.[Cs+].[Cs+]. No catalyst specified. The product is [CH3:33][O:32][C@@H:29]1[CH2:30][CH2:31][N:27]([C:25]([C:23]2[S:24][C:17]3[C:18](=[N:19][CH:20]=[CH:21][C:16]=3[O:1][C:2]3[CH:3]=[CH:4][C:5]4[C:9]([C:10]([O:12][CH3:34])=[O:11])=[C:8]([CH3:13])[S:7][C:6]=4[CH:14]=3)[CH:22]=2)=[O:26])[CH2:28]1. The yield is 1.00. (3) The reactants are [C:1]([C:5]1[CH:6]=[CH:7][C:8]([O:12][CH:13]2[CH2:17][CH2:16][O:15][CH2:14]2)=[C:9]([CH:11]=1)[NH2:10])([CH3:4])([CH3:3])[CH3:2].[C:18]1([CH3:27])[CH:23]=[CH:22][C:21]([N:24]=[C:25]=[O:26])=[CH:20][CH:19]=1. The catalyst is C1(C)C=CC=CC=1. The product is [C:1]([C:5]1[CH:6]=[CH:7][C:8]([O:12][CH:13]2[CH2:17][CH2:16][O:15][CH2:14]2)=[C:9]([NH:10][C:25]([NH:24][C:21]2[CH:22]=[CH:23][C:18]([CH3:27])=[CH:19][CH:20]=2)=[O:26])[CH:11]=1)([CH3:4])([CH3:2])[CH3:3]. The yield is 0.750. (4) The reactants are Br[C:2]1[CH:11]=[CH:10][C:5]([C:6]([O:8]C)=[O:7])=[CH:4][C:3]=1[CH3:12].[F:13][C:14]([F:25])([F:24])[C:15]1[CH:20]=[CH:19][CH:18]=[CH:17][C:16]=1B(O)O.C(=O)([O-])[O-].[K+].[K+].[OH-].[Na+]. The catalyst is O1CCOCC1.C1CCC(P(C2CCCCC2)C2CCCCC2)CC1.C1CCC(P(C2CCCCC2)C2CCCCC2)CC1.[Cl-].[Cl-].[Pd+2].O. The product is [CH3:12][C:3]1[CH:4]=[C:5]([C:6]([OH:8])=[O:7])[CH:10]=[CH:11][C:2]=1[C:16]1[CH:17]=[CH:18][CH:19]=[CH:20][C:15]=1[C:14]([F:25])([F:24])[F:13]. The yield is 0.920. (5) The reactants are Br[C:2]1[C:7]([N+:8]([O-:10])=[O:9])=[C:6]([NH2:11])[CH:5]=[C:4]([Br:12])[N:3]=1.C(N(CC)CC)C.[CH2:20]([C:22]1[CH:29]=[CH:28][CH:27]=[C:26]([CH3:30])[C:23]=1[CH2:24][NH2:25])[CH3:21]. The catalyst is C(#N)C. The product is [Br:12][C:4]1[N:3]=[C:2]([NH:25][CH2:24][C:23]2[C:26]([CH3:30])=[CH:27][CH:28]=[CH:29][C:22]=2[CH2:20][CH3:21])[C:7]([N+:8]([O-:10])=[O:9])=[C:6]([NH2:11])[CH:5]=1. The yield is 0.860.